This data is from Reaction yield outcomes from USPTO patents with 853,638 reactions. The task is: Predict the reaction yield, written as a fraction of the theoretical maximum amount of product (1.0 means a 100% yield; for example, 0.34 means a 34% yield). (1) The reactants are C(N(CC)CC)C.[CH:8]([C:10]1[C:18]2[C:13](=[CH:14][CH:15]=[CH:16][CH:17]=2)[N:12](C(OC(C)(C)C)=O)[CH:11]=1)=[O:9].[CH3:26][O:27][C:28]1[CH:29]=[C:30]([N:36]=[CH:37][C:38]2[CH:45]=[CH:44][C:41]([C:42]#[N:43])=[CH:40][CH:39]=2)[CH:31]=[C:32]([O:34][CH3:35])[CH:33]=1. The catalyst is [Cl-].C([N+]1C(C)=C(CCO)SC=1)C1C=CC=CC=1.C(O)C. The product is [CH3:35][O:34][C:32]1[CH:31]=[C:30]([NH:36][CH:37]([C:38]2[CH:39]=[CH:40][C:41]([C:42]#[N:43])=[CH:44][CH:45]=2)[C:8]([C:10]2[C:18]3[C:13](=[CH:14][CH:15]=[CH:16][CH:17]=3)[NH:12][CH:11]=2)=[O:9])[CH:29]=[C:28]([O:27][CH3:26])[CH:33]=1. The yield is 0.250. (2) The reactants are [CH:1]1([C:4]2[CH:5]=[CH:6][C:7](N)=[N:8][CH:9]=2)[CH2:3][CH2:2]1.N([O-])=O.[Na+].[Br:15]Br.O. The catalyst is Br. The product is [Br:15][C:7]1[CH:6]=[CH:5][C:4]([CH:1]2[CH2:3][CH2:2]2)=[CH:9][N:8]=1. The yield is 0.270. (3) The reactants are Br[C:2]1[C:3]([C:11]2[CH:16]=[CH:15][C:14]([F:17])=[CH:13][CH:12]=2)=[N:4][N:5]2[CH:10]=[CH:9][CH:8]=[CH:7][C:6]=12.[F:18][C:19]1[CH:24]=[C:23](B(O)O)[CH:22]=[CH:21][N:20]=1.C(=O)([O-])[O-].[Na+].[Na+]. The catalyst is CN(C=O)C.Cl[Pd](Cl)([P](C1C=CC=CC=1)(C1C=CC=CC=1)C1C=CC=CC=1)[P](C1C=CC=CC=1)(C1C=CC=CC=1)C1C=CC=CC=1. The product is [F:17][C:14]1[CH:15]=[CH:16][C:11]([C:3]2[C:2]([C:23]3[CH:22]=[CH:21][N:20]=[C:19]([F:18])[CH:24]=3)=[C:6]3[CH:7]=[CH:8][CH:9]=[CH:10][N:5]3[N:4]=2)=[CH:12][CH:13]=1. The yield is 0.270.